This data is from Full USPTO retrosynthesis dataset with 1.9M reactions from patents (1976-2016). The task is: Predict the reactants needed to synthesize the given product. (1) Given the product [CH3:1][N:2]1[C:8](=[O:9])[C:7]2[CH:10]=[CH:11][CH:12]=[CH:13][C:6]=2[N:5]([CH3:14])[C:4]2[N:15]=[C:16]([NH:19][C:20]3[CH:30]=[CH:29][C:23]([C:24]([OH:26])=[O:25])=[CH:22][C:21]=3[O:31][CH3:32])[N:17]=[CH:18][C:3]1=2, predict the reactants needed to synthesize it. The reactants are: [CH3:1][N:2]1[C:8](=[O:9])[C:7]2[CH:10]=[CH:11][CH:12]=[CH:13][C:6]=2[N:5]([CH3:14])[C:4]2[N:15]=[C:16]([NH:19][C:20]3[CH:30]=[CH:29][C:23]([C:24]([O:26]CC)=[O:25])=[CH:22][C:21]=3[O:31][CH3:32])[N:17]=[CH:18][C:3]1=2.[Li+].[OH-]. (2) Given the product [Cl:1][C:2]1[CH:7]=[C:6]([N:8]2[CH2:12][CH2:11][N:10]([C:15]3[CH:16]=[N:17][CH:18]=[CH:19][C:20]=3[C:21]3([OH:26])[CH2:25][CH2:24][CH2:23][CH2:22]3)[C:9]2=[O:13])[CH:5]=[CH:4][N:3]=1, predict the reactants needed to synthesize it. The reactants are: [Cl:1][C:2]1[CH:7]=[C:6]([N:8]2[CH2:12][CH2:11][NH:10][C:9]2=[O:13])[CH:5]=[CH:4][N:3]=1.Br[C:15]1[CH:16]=[N:17][CH:18]=[CH:19][C:20]=1[C:21]1([OH:26])[CH2:25][CH2:24][CH2:23][CH2:22]1.CN[C@@H]1CCCC[C@H]1NC.P([O-])([O-])([O-])=O.[K+].[K+].[K+]. (3) Given the product [CH2:63]([S:64]([NH:67][C:32]([CH:29]1[CH2:28][CH2:27][N:26]([C:13]2[C:12]([C:10]#[N:11])=[CH:17][C:16]([C:18](=[O:23])[CH2:19][CH2:20][CH2:21][CH3:22])=[C:15]([S:24][CH3:25])[N:14]=2)[CH2:31][CH2:30]1)=[O:33])(=[O:66])=[O:65])[C:57]1[CH:62]=[CH:61][CH:60]=[CH:59][CH:58]=1, predict the reactants needed to synthesize it. The reactants are: CCN(C(C)C)C(C)C.[C:10]([C:12]1[C:13]([N:26]2[CH2:31][CH2:30][CH:29]([C:32](O)=[O:33])[CH2:28][CH2:27]2)=[N:14][C:15]([S:24][CH3:25])=[C:16]([C:18](=[O:23])[CH2:19][CH2:20][CH2:21][CH3:22])[CH:17]=1)#[N:11].CN(C(ON1N=NC2C=CC=CC1=2)=[N+](C)C)C.[B-](F)(F)(F)F.[C:57]1([CH2:63][S:64]([NH2:67])(=[O:66])=[O:65])[CH:62]=[CH:61][CH:60]=[CH:59][CH:58]=1.C([O-])(O)=O.[Na+].